This data is from Drug-target binding data from BindingDB using IC50 measurements. The task is: Regression. Given a target protein amino acid sequence and a drug SMILES string, predict the binding affinity score between them. We predict pIC50 (pIC50 = -log10(IC50 in M); higher means more potent). Dataset: bindingdb_ic50. (1) The compound is CCc1ccc(CCOc2ccc(CC3SC(=O)NC3=O)cc2)nc1. The target protein (O70127) has sequence MSDSVILRSVKKFGEENHAFESDGSHNNDKKSRLQDKMKEGDIRVGFFELFRFSSSKDIWLMLMGGVCALLHGMAQPGILIIFGIMTDIFIKYDIERQELEIPGKACVNNTIVWINSSFHQNMTNGTVCGLVDIESEMIKFSGIYAGVGMTVLILGYFQIRLWVITGARQIRRMRKIYFRRIMRMEIGWFDCTSVGELNSRFADDIEKINDAIADQLAHFLQRMSTAMCGLLLGFYRGWKLTLVILAVSPLIGIGAAVIGLSIAKFTELELKAYAKAGSIADEVLSSIRTVAAFGGENKEVERYEKNLVFAQRWGIWKGMVMGFFTGYMWCLIFFCYALAFWYGSTLVLDEEEYTPGTLVQIFLCVILAAMNIGHASSCLEIFSTGCSAATNIFQTIDRQPVIDCMSGDGYKLDRIKGEIEFHNVTFHYPSRPDVKILDNLSMVIKPGETTALVGSSGAGKSTALQLIQRFYDPCEGMVTLDGHDIRSLNIRWLRDQIGI.... The pIC50 is 5.7. (2) The small molecule is CCc1c(Sc2ccc([N+](=O)[O-])cc2)[nH]c2nc(N)nc(N)c12. The target protein (P16184) has sequence MNQQKSLTLIVALTTSYGIGRSNSLPWKLKKEISYFKRVTSFVPTFDSFESMNVVLMGRKTWESIPLQFRPLKGRINVVITRNESLDLGNGIHSAKSLDHALELLYRTYGSESSVQINRIFVIGGAQLYKAAMDHPKLDRIMATIIYKDIHCDVFFPLKFRDKEWSSVWKKEKHSDLESWVGTKVPHGKINEDGFDYEFEMWTRDL. The pIC50 is 5.1.